This data is from Catalyst prediction with 721,799 reactions and 888 catalyst types from USPTO. The task is: Predict which catalyst facilitates the given reaction. Reactant: B(Br)(Br)Br.[F:5][C:6]([F:27])([F:26])[S:7]([O:10][C:11]1[CH:16]=[CH:15][CH:14]=[C:13]([O:17]C)[C:12]=1[CH2:19][N:20]1[CH2:25][CH2:24][O:23][CH2:22][CH2:21]1)(=[O:9])=[O:8].Cl. Product: [F:27][C:6]([F:5])([F:26])[S:7]([O:10][C:11]1[CH:16]=[CH:15][CH:14]=[C:13]([OH:17])[C:12]=1[CH2:19][N:20]1[CH2:21][CH2:22][O:23][CH2:24][CH2:25]1)(=[O:9])=[O:8]. The catalyst class is: 4.